Dataset: Catalyst prediction with 721,799 reactions and 888 catalyst types from USPTO. Task: Predict which catalyst facilitates the given reaction. (1) Reactant: [CH2:1]([O:3][C@H:4]([CH3:52])[CH2:5][O:6][CH2:7][C:8]1[CH:13]=[CH:12][C:11]([C@@H:14]2[C@@H:19]([O:20][CH2:21][C:22]3[CH:23]=[CH:24][C:25]4[O:30][CH2:29][CH2:28][N:27]([CH2:31][CH2:32][CH2:33][O:34][CH3:35])[C:26]=4[CH:36]=3)[CH2:18][N:17]([S:37]([C:40]3[CH:45]=[CH:44][C:43]([CH3:46])=[CH:42][CH:41]=3)(=[O:39])=[O:38])[C@@H:16]([CH2:47][C:48]([NH:50][NH2:51])=[O:49])[CH2:15]2)=[CH:10][CH:9]=1)[CH3:2].CO[CH:55](OC)[N:56]([CH3:58])[CH3:57]. Product: [CH3:55][N:56]([CH3:58])/[CH:57]=[N:51]/[NH:50][C:48](=[O:49])[CH2:47][C@H:16]1[CH2:15][C@H:14]([C:11]2[CH:10]=[CH:9][C:8]([CH2:7][O:6][CH2:5][C@H:4]([O:3][CH2:1][CH3:2])[CH3:52])=[CH:13][CH:12]=2)[C@@H:19]([O:20][CH2:21][C:22]2[CH:23]=[CH:24][C:25]3[O:30][CH2:29][CH2:28][N:27]([CH2:31][CH2:32][CH2:33][O:34][CH3:35])[C:26]=3[CH:36]=2)[CH2:18][N:17]1[S:37]([C:40]1[CH:41]=[CH:42][C:43]([CH3:46])=[CH:44][CH:45]=1)(=[O:39])=[O:38]. The catalyst class is: 2. (2) The catalyst class is: 28. Reactant: [CH2:1]([O:3][CH:4]([O:7][CH2:8][CH3:9])[CH2:5]Br)[CH3:2].[CH:10]1([NH2:13])[CH2:12][CH2:11]1. Product: [CH:10]1([NH:13][CH2:5][CH:4]([O:7][CH2:8][CH3:9])[O:3][CH2:1][CH3:2])[CH2:12][CH2:11]1. (3) Reactant: [H-].[Na+].[CH3:3][C:4]1[N:9]=[CH:8][C:7]([CH2:10][C:11]#[N:12])=[CH:6][CH:5]=1.Br[CH2:14][CH:15]([CH3:17])[CH3:16]. Product: [CH3:14][CH:15]([CH3:17])[CH2:16][CH:10]([C:7]1[CH:8]=[N:9][C:4]([CH3:3])=[CH:5][CH:6]=1)[C:11]#[N:12]. The catalyst class is: 1. (4) Reactant: O=[C:2]1[CH2:7][CH2:6][N:5]([C:8]([O:10][C:11]([CH3:14])([CH3:13])[CH3:12])=[O:9])[CH2:4][CH2:3]1.[CH:15]1([CH2:18][C:19]#[N:20])[CH2:17][CH2:16]1. Product: [C:19]([C:18]([CH:15]1[CH2:17][CH2:16]1)=[C:2]1[CH2:7][CH2:6][N:5]([C:8]([O:10][C:11]([CH3:14])([CH3:13])[CH3:12])=[O:9])[CH2:4][CH2:3]1)#[N:20]. The catalyst class is: 1. (5) Reactant: [CH3:1][C:2]1[CH:3]=[C:4]([OH:17])[CH:5]=[CH:6][C:7]=1[CH2:8][CH2:9][CH2:10][CH2:11][N:12]1[CH:16]=[CH:15][N:14]=[N:13]1.[H-].[Na+].Cl[CH2:21][C:22]1[CH:23]=[N:24][CH:25]=[C:26]([C:28]2[CH:33]=[CH:32][C:31]([C:34]([F:37])([F:36])[F:35])=[CH:30][CH:29]=2)[CH:27]=1.O. Product: [CH3:1][C:2]1[CH:3]=[C:4]([CH:5]=[CH:6][C:7]=1[CH2:8][CH2:9][CH2:10][CH2:11][N:12]1[CH:16]=[CH:15][N:14]=[N:13]1)[O:17][CH2:21][C:22]1[CH:23]=[N:24][CH:25]=[C:26]([C:28]2[CH:29]=[CH:30][C:31]([C:34]([F:37])([F:35])[F:36])=[CH:32][CH:33]=2)[CH:27]=1. The catalyst class is: 9.